This data is from NCI-60 drug combinations with 297,098 pairs across 59 cell lines. The task is: Regression. Given two drug SMILES strings and cell line genomic features, predict the synergy score measuring deviation from expected non-interaction effect. (1) Drug 1: C1=CN(C=N1)CC(O)(P(=O)(O)O)P(=O)(O)O. Drug 2: C(CCl)NC(=O)N(CCCl)N=O. Cell line: NCI-H522. Synergy scores: CSS=7.94, Synergy_ZIP=-0.791, Synergy_Bliss=-0.315, Synergy_Loewe=0.0513, Synergy_HSA=-1.42. (2) Synergy scores: CSS=7.96, Synergy_ZIP=-3.35, Synergy_Bliss=4.89, Synergy_Loewe=1.03, Synergy_HSA=4.43. Drug 2: CS(=O)(=O)CCNCC1=CC=C(O1)C2=CC3=C(C=C2)N=CN=C3NC4=CC(=C(C=C4)OCC5=CC(=CC=C5)F)Cl. Drug 1: CS(=O)(=O)C1=CC(=C(C=C1)C(=O)NC2=CC(=C(C=C2)Cl)C3=CC=CC=N3)Cl. Cell line: T-47D.